From a dataset of HIV replication inhibition screening data with 41,000+ compounds from the AIDS Antiviral Screen. Binary Classification. Given a drug SMILES string, predict its activity (active/inactive) in a high-throughput screening assay against a specified biological target. (1) The compound is CCCCCCCCCCCCCCCCOCC(COC(c1ccccc1)(c1ccccc1)c1ccccc1)O[PH](=S)OC. The result is 0 (inactive). (2) The molecule is CNc1ccc(Cl)cc1C(=O)N1CCCC1CO. The result is 0 (inactive). (3) The drug is O=C1Nc2cc([N+](=O)[O-])ccc2NC1C(=NNc1ccccc1)C(O)c1cccc([N+](=O)[O-])c1. The result is 0 (inactive). (4) The compound is CCn1c2ccccc2c2cc(N=Nc3ccc(C#N)cc3)ccc21. The result is 0 (inactive). (5) The drug is CCC#CC(O)(C(=O)OC1C2CCN(CC2)C1C)c1ccccc1. The result is 0 (inactive). (6) The molecule is CCCCS(C)=NS(=O)(=O)c1ccc(C)cc1. The result is 0 (inactive).